This data is from Full USPTO retrosynthesis dataset with 1.9M reactions from patents (1976-2016). The task is: Predict the reactants needed to synthesize the given product. (1) Given the product [CH:12]([C:2]1[CH:3]=[CH:4][C:5]2[C:6]([N:11]=1)=[N:7][CH:8]=[CH:9][N:10]=2)=[CH2:13], predict the reactants needed to synthesize it. The reactants are: Cl[C:2]1[CH:3]=[CH:4][C:5]2[C:6]([N:11]=1)=[N:7][CH:8]=[CH:9][N:10]=2.[CH:12]([Sn](CCCC)(CCCC)CCCC)=[CH2:13]. (2) Given the product [C:18](#[N:19])[C:12]1[C:13](=[CH:16][CH:17]=[CH:10][CH:11]=1)[C:14]#[N:15], predict the reactants needed to synthesize it. The reactants are: C(=O)([O-])[O-].[K+].[K+].[N+]([C:10]1[CH:11]=[C:12]([C:18]#[N:19])[C:13](=[CH:16][CH:17]=1)[C:14]#[N:15])([O-])=O.Cl. (3) Given the product [Br:11][C:12]1[CH:17]=[CH:16][CH:15]=[CH:14][C:13]=1[CH2:18][O:20][CH2:21][CH2:22][CH:23]1[CH2:24][CH2:25][N:26]([C:29]([O:31][C:32]([CH3:35])([CH3:34])[CH3:33])=[O:30])[CH2:27][CH2:28]1, predict the reactants needed to synthesize it. The reactants are: C[Si]([N-][Si](C)(C)C)(C)C.[Na+].[Br:11][C:12]1[CH:17]=[CH:16][CH:15]=[CH:14][C:13]=1[CH2:18]Br.[OH:20][CH2:21][CH2:22][CH:23]1[CH2:28][CH2:27][N:26]([C:29]([O:31][C:32]([CH3:35])([CH3:34])[CH3:33])=[O:30])[CH2:25][CH2:24]1.O. (4) Given the product [Cl:1][C:2]1[N:7]=[CH:6][N:5]=[C:4]([NH2:8])[C:3]=1[I:9], predict the reactants needed to synthesize it. The reactants are: [Cl:1][C:2]1[N:7]=[CH:6][N:5]=[C:4]([NH2:8])[CH:3]=1.[I:9]Cl. (5) Given the product [C:31]1([C:11]2[CH:12]=[C:13]([O:24][CH3:25])[C:14]3[O:15][C:16]4[CH:22]=[CH:21][C:20]([NH:23][C:26](=[O:28])[CH3:27])=[CH:19][C:17]=4[C:18]=3[C:10]=2[C:8]([NH2:7])=[O:9])[CH:36]=[CH:35][CH:34]=[CH:33][CH:32]=1, predict the reactants needed to synthesize it. The reactants are: C1([NH:7][C:8]([C:10]2[C:18]3[C:17]4[CH:19]=[C:20]([NH2:23])[CH:21]=[CH:22][C:16]=4[O:15][C:14]=3[C:13]([O:24][CH3:25])=[CH:12][CH:11]=2)=[O:9])C=CC=CC=1.[C:26](Cl)(=[O:28])[CH3:27].N1[CH:35]=[CH:34][CH:33]=[CH:32][CH:31]=1.[CH2:36]1COCC1. (6) Given the product [F:21][C:22]([F:30])([F:29])[CH:23]1[CH2:28][CH2:27][CH2:26][N:25]([C:8]2[CH:9]=[CH:10][C:11]3[N:18]4[CH2:19][C@H:14]([CH2:15][CH2:16][CH2:17]4)[NH:13][C:12]=3[N:20]=2)[CH2:24]1, predict the reactants needed to synthesize it. The reactants are: CC([O-])(C)C.[K+].Cl[C:8]1[CH:9]=[CH:10][C:11]2[N:18]3[CH2:19][C@H:14]([CH2:15][CH2:16][CH2:17]3)[NH:13][C:12]=2[N:20]=1.[F:21][C:22]([F:30])([F:29])[CH:23]1[CH2:28][CH2:27][CH2:26][NH:25][CH2:24]1. (7) Given the product [N:44]1([CH2:50][CH2:51][NH:52][C:34]([C:11]2[N:10]([S:7]([C:4]3[CH:3]=[CH:2][C:1]([CH3:37])=[CH:6][CH:5]=3)(=[O:9])=[O:8])[CH:14]=[C:13]([C:15]3[CH:20]=[CH:19][CH:18]=[C:17]([C:21](=[O:33])[NH:22][C:23]4[CH:28]=[CH:27][CH:26]=[C:25]([C:29]([F:30])([F:32])[F:31])[CH:24]=4)[CH:16]=3)[CH:12]=2)=[O:36])[CH2:49][CH2:48][O:47][CH2:46][CH2:45]1, predict the reactants needed to synthesize it. The reactants are: [C:1]1([CH3:37])[CH:6]=[CH:5][C:4]([S:7]([N:10]2[CH:14]=[C:13]([C:15]3[CH:20]=[CH:19][CH:18]=[C:17]([C:21](=[O:33])[NH:22][C:23]4[CH:28]=[CH:27][CH:26]=[C:25]([C:29]([F:32])([F:31])[F:30])[CH:24]=4)[CH:16]=3)[CH:12]=[C:11]2[C:34]([OH:36])=O)(=[O:9])=[O:8])=[CH:3][CH:2]=1.C(Cl)(=O)C(Cl)=O.[N:44]1([CH2:50][CH2:51][NH2:52])[CH2:49][CH2:48][O:47][CH2:46][CH2:45]1.